This data is from Full USPTO retrosynthesis dataset with 1.9M reactions from patents (1976-2016). The task is: Predict the reactants needed to synthesize the given product. (1) Given the product [OH:23][NH:22][C:1](=[NH:2])[C:3]1[C:13]2[O:12][CH2:11][CH2:10][N:9]([C:14]([O:16][C:17]([CH3:19])([CH3:18])[CH3:20])=[O:15])[CH2:8][C:7]=2[CH:6]=[CH:5][CH:4]=1, predict the reactants needed to synthesize it. The reactants are: [C:1]([C:3]1[C:13]2[O:12][CH2:11][CH2:10][N:9]([C:14]([O:16][C:17]([CH3:20])([CH3:19])[CH3:18])=[O:15])[CH2:8][C:7]=2[CH:6]=[CH:5][CH:4]=1)#[N:2].Cl.[NH2:22][OH:23].C(=O)(O)[O-].[Na+]. (2) Given the product [Cl:30][C:26]1[CH:25]=[C:24]([CH:29]=[CH:28][CH:27]=1)[CH2:23][N:22]1[C:13]2[CH:14]=[CH:15][C:16]3[N:17]([C:18]([CH3:21])=[N:19][N:20]=3)[C:12]=2[CH:11]=[C:10]1[C:7]1[CH:8]=[CH:9][N:5]([CH:3]2[CH2:2][N:1]([S:32]([CH3:31])(=[O:34])=[O:33])[CH2:4]2)[N:6]=1, predict the reactants needed to synthesize it. The reactants are: [NH:1]1[CH2:4][CH:3]([N:5]2[CH:9]=[CH:8][C:7]([C:10]3[N:22]([CH2:23][C:24]4[CH:29]=[CH:28][CH:27]=[C:26]([Cl:30])[CH:25]=4)[C:13]4[CH:14]=[CH:15][C:16]5[N:17]([C:18]([CH3:21])=[N:19][N:20]=5)[C:12]=4[CH:11]=3)=[N:6]2)[CH2:2]1.[CH3:31][S:32](Cl)(=[O:34])=[O:33].C(N(CC)CC)C.